Dataset: Reaction yield outcomes from USPTO patents with 853,638 reactions. Task: Predict the reaction yield, written as a fraction of the theoretical maximum amount of product (1.0 means a 100% yield; for example, 0.34 means a 34% yield). (1) The reactants are Br[C@H:2]([C@H:7]([CH2:9]Br)[OH:8])[C:3]([O:5][CH3:6])=[O:4].[C:11]([O-:14])(=[O:13])[CH3:12].[K+]. The catalyst is CN(C)C=O.C(OCC)(=O)C.[I-].[K+]. The product is [C:11]([O:14][CH2:9][C@@H:7]1[O:8][C@@H:2]1[C:3]([O:5][CH3:6])=[O:4])(=[O:13])[CH3:12]. The yield is 0.990. (2) The reactants are [Cl:1][C:2]1[CH:3]=[CH:4][C:5]2[O:9][C:8]([NH:10][C:11](=[O:18])OCC(Cl)(Cl)Cl)=[N:7][C:6]=2[CH:19]=1.[C:20]1([C:26]2[N:30]=[C:29]([N:31]3[CH2:36][CH2:35][NH:34][CH2:33][CH2:32]3)[S:28][N:27]=2)[CH:25]=[CH:24][CH:23]=[CH:22][CH:21]=1.C(N(C(C)C)CC)(C)C.O. The catalyst is CS(C)=O. The product is [Cl:1][C:2]1[CH:3]=[CH:4][C:5]2[O:9][C:8]([NH:10][C:11]([N:34]3[CH2:35][CH2:36][N:31]([C:29]4[S:28][N:27]=[C:26]([C:20]5[CH:25]=[CH:24][CH:23]=[CH:22][CH:21]=5)[N:30]=4)[CH2:32][CH2:33]3)=[O:18])=[N:7][C:6]=2[CH:19]=1. The yield is 0.243. (3) The reactants are [NH2:1][C:2]1[CH:3]=[C:4]([CH:10]=[CH:11][CH:12]=1)[C:5]([O:7][CH2:8][CH3:9])=[O:6].[F:13][C:14]([F:27])([F:26])[S:15](O[S:15]([C:14]([F:27])([F:26])[F:13])(=[O:17])=[O:16])(=[O:17])=[O:16].C(N(CC)CC)C. The catalyst is ClCCl. The product is [F:13][C:14]([F:27])([F:26])[S:15]([NH:1][C:2]1[CH:3]=[C:4]([CH:10]=[CH:11][CH:12]=1)[C:5]([O:7][CH2:8][CH3:9])=[O:6])(=[O:17])=[O:16]. The yield is 0.330.